This data is from Full USPTO retrosynthesis dataset with 1.9M reactions from patents (1976-2016). The task is: Predict the reactants needed to synthesize the given product. (1) Given the product [CH2:18]([O:17][C:11](=[O:16])[CH2:12][C:7]([C:3]1[S:4][CH:5]=[CH:6][C:2]=1[Cl:1])=[O:8])[CH3:19], predict the reactants needed to synthesize it. The reactants are: [Cl:1][C:2]1[CH:6]=[CH:5][S:4][C:3]=1[C:7](Cl)=[O:8].[K+].[C:11]([O:17][CH2:18][CH3:19])(=[O:16])[CH2:12]C([O-])=O.CCN(CC)CC.[Mg+2].[Cl-].[Cl-]. (2) Given the product [F:17][C:9]1[CH:8]=[C:7]([B:22]2[O:26][C:25]([CH3:28])([CH3:27])[C:24]([CH3:30])([CH3:29])[O:23]2)[CH:12]=[CH:11][C:10]=1[Si:13]([CH3:16])([CH3:15])[CH3:14], predict the reactants needed to synthesize it. The reactants are: [Li]CCCC.Br[C:7]1[CH:12]=[CH:11][C:10]([Si:13]([CH3:16])([CH3:15])[CH3:14])=[C:9]([F:17])[CH:8]=1.C(O[B:22]1[O:26][C:25]([CH3:28])([CH3:27])[C:24]([CH3:30])([CH3:29])[O:23]1)(C)C.C(=O)=O.CC(C)=O.Cl.